Dataset: Reaction yield outcomes from USPTO patents with 853,638 reactions. Task: Predict the reaction yield, written as a fraction of the theoretical maximum amount of product (1.0 means a 100% yield; for example, 0.34 means a 34% yield). (1) The reactants are Cl.[CH3:2][CH:3]1[CH:8]([C:9]([NH:11][CH2:12][CH2:13][NH:14][C:15]([C:17]2[C:18]([C:28]([F:31])([F:30])[F:29])=[N:19][N:20]([C:22]3[CH:27]=[CH:26][CH:25]=[CH:24][CH:23]=3)[CH:21]=2)=[O:16])=[O:10])[CH2:7][CH2:6][NH:5][CH2:4]1.[CH3:32][C:33]([CH3:39])([CH3:38])[CH2:34][C:35](O)=[O:36].CCN=C=NCCCN(C)C.Cl.C1C=CC2N(O)N=NC=2C=1.O.C(N(CC)CC)C. The catalyst is C(Cl)Cl. The product is [CH3:32][C:33]([CH3:39])([CH3:38])[CH2:34][C:35]([N:5]1[CH2:6][CH2:7][CH:8]([C:9]([NH:11][CH2:12][CH2:13][NH:14][C:15]([C:17]2[C:18]([C:28]([F:31])([F:29])[F:30])=[N:19][N:20]([C:22]3[CH:27]=[CH:26][CH:25]=[CH:24][CH:23]=3)[CH:21]=2)=[O:16])=[O:10])[CH:3]([CH3:2])[CH2:4]1)=[O:36]. The yield is 0.840. (2) The reactants are [N+:1]([C:4]1[CH:10]=[C:9]([C:11]([CH3:14])([CH3:13])[CH3:12])[CH:8]=[CH:7][C:5]=1[NH2:6])([O-:3])=[O:2].CC(O)=O.[CH2:19]([CH2:23][C:24](=O)[CH3:25])[C:20]([CH3:22])=O. The catalyst is C1CCCCC1.C(Cl)Cl. The product is [C:11]([C:9]1[CH:8]=[CH:7][C:5]([N:6]2[C:24]([CH3:25])=[CH:23][CH:19]=[C:20]2[CH3:22])=[C:4]([N+:1]([O-:3])=[O:2])[CH:10]=1)([CH3:14])([CH3:13])[CH3:12]. The yield is 0.490. (3) The reactants are [C:1]([NH:4][C:5]1[N:6]=[CH:7][CH:8]=[C:9]2[C:18]3[CH:17]=[CH:16][C:15]([O:19][CH2:20][C@@H:21]([NH:26]C(=O)OC(C)(C)C)[CH2:22][CH:23]([CH3:25])[CH3:24])=[CH:14][C:13]=3[O:12][CH:11]([CH3:34])[C:10]=12)(=[O:3])[CH3:2].C(O)(C(F)(F)F)=O. The catalyst is ClCCl. The product is [NH2:26][C@@H:21]([CH2:22][CH:23]([CH3:25])[CH3:24])[CH2:20][O:19][C:15]1[CH:16]=[CH:17][C:18]2[C:9]3[C:10](=[C:5]([NH:4][C:1](=[O:3])[CH3:2])[N:6]=[CH:7][CH:8]=3)[CH:11]([CH3:34])[O:12][C:13]=2[CH:14]=1. The yield is 0.580. (4) The reactants are [CH3:1][C:2]1[CH:3]=[C:4]([CH2:11][C@@H:12]([NH:17][C:18]([N:20]2[CH2:25][CH2:24][CH:23]([C:26]3[C:27](=[O:36])[NH:28][C:29]4[C:34]([CH:35]=3)=[CH:33][CH:32]=[CH:31][CH:30]=4)[CH2:22][CH2:21]2)=[O:19])[C:13](OC)=[O:14])[CH:5]=[C:6]2[C:10]=1[NH:9][N:8]=[CH:7]2.[NH2:37][C@H:38]([C:51](=[O:64])[N:52]1[CH2:57][CH2:56][N:55]([C:58]2[CH:63]=[CH:62][N:61]=[CH:60][CH:59]=2)[CH2:54][CH2:53]1)[CH2:39][CH2:40][CH2:41][CH2:42][NH:43][C:44](=[O:50])[O:45][C:46]([CH3:49])([CH3:48])[CH3:47].F[B-](F)(F)F.N1(OC(N(C)C)=[N+](C)C)C2C=CC=CC=2N=N1.C(N(CC)CC)C. The catalyst is CN(C=O)C. The product is [CH3:1][C:2]1[CH:3]=[C:4]([CH2:11][C@@H:12]([NH:17][C:18]([N:20]2[CH2:21][CH2:22][CH:23]([C:26]3[C:27](=[O:36])[NH:28][C:29]4[C:34]([CH:35]=3)=[CH:33][CH:32]=[CH:31][CH:30]=4)[CH2:24][CH2:25]2)=[O:19])[C:13]([NH:37][C@H:38]([C:51](=[O:64])[N:52]2[CH2:57][CH2:56][N:55]([C:58]3[CH:59]=[CH:60][N:61]=[CH:62][CH:63]=3)[CH2:54][CH2:53]2)[CH2:39][CH2:40][CH2:41][CH2:42][NH:43][C:44](=[O:50])[O:45][C:46]([CH3:47])([CH3:48])[CH3:49])=[O:14])[CH:5]=[C:6]2[C:10]=1[NH:9][N:8]=[CH:7]2. The yield is 0.870. (5) The reactants are [CH2:1]([O:8][C:9]1[C:10]([CH3:17])=[N:11][CH:12]=[C:13](Br)[C:14]=1[OH:15])[C:2]1[CH:7]=[CH:6][CH:5]=[CH:4][CH:3]=1.C1(P(C2C=CC=CC=2)CCCP(C2C=CC=CC=2)C2C=CC=CC=2)C=CC=CC=1.C(N(CC)CC)C.[C]=O.[Cl-].[NH4+].[C:58]([O:61][CH2:62]C)(=[O:60])C. The catalyst is CN(C)C=O.C([O-])(=O)C.[Pd+2].C([O-])(=O)C.O.CO. The product is [CH3:62][O:61][C:58](=[O:60])[C:13]1[C:14]([OH:15])=[C:9]([O:8][CH2:1][C:2]2[CH:7]=[CH:6][CH:5]=[CH:4][CH:3]=2)[C:10]([CH3:17])=[N:11][CH:12]=1. The yield is 0.550. (6) The reactants are [NH2:1][C:2]1[CH:3]=[C:4]([C:7]([C:10]2[CH:15]=[CH:14][C:13]([Cl:16])=[CH:12][C:11]=2[Cl:17])=[CH:8][N:9]=1)[C:5]#[N:6].C1C(=O)N([Cl:25])C(=O)C1.CCOC(C)=O. The catalyst is CN(C=O)C. The product is [NH2:1][C:2]1[C:3]([Cl:25])=[C:4]([C:7]([C:10]2[CH:15]=[CH:14][C:13]([Cl:16])=[CH:12][C:11]=2[Cl:17])=[CH:8][N:9]=1)[C:5]#[N:6]. The yield is 0.870.